From a dataset of Forward reaction prediction with 1.9M reactions from USPTO patents (1976-2016). Predict the product of the given reaction. (1) Given the reactants [NH:1]1[C:5]2[CH:6]=[CH:7][CH:8]=[CH:9][C:4]=2[N:3]=[C:2]1[C:10]([C:12]1[CH:17]=[CH:16][C:15]([O:18][C:19]2[C:24](Cl)=[N:23][CH:22]=[CH:21][N:20]=2)=[CH:14][CH:13]=1)=[O:11].[O:26]1[CH2:31][CH:30]=[C:29](B2OC(C)(C)C(C)(C)O2)[CH2:28][CH2:27]1.C([O-])(=O)C.[K+].O1CCOCC1, predict the reaction product. The product is: [NH:1]1[C:5]2[CH:6]=[CH:7][CH:8]=[CH:9][C:4]=2[N:3]=[C:2]1[C:10]([C:12]1[CH:17]=[CH:16][C:15]([O:18][C:19]2[C:24]([C:29]3[CH2:30][CH2:31][O:26][CH2:27][CH:28]=3)=[N:23][CH:22]=[CH:21][N:20]=2)=[CH:14][CH:13]=1)=[O:11]. (2) Given the reactants [H-].[Na+].Cl[CH:4]([C:8]1[CH:13]=[CH:12][C:11]([F:14])=[CH:10][C:9]=1[F:15])[CH2:5][CH2:6]Cl.C1(C)C(S([CH2:25][N+:26]#[C-])(=O)=O)=CC=CC=1.O.[CH3:30]S(C)=O, predict the reaction product. The product is: [F:15][C:9]1[CH:10]=[C:11]([F:14])[CH:12]=[CH:13][C:8]=1[C:4]1[CH2:30][CH2:6][C:5]=1[N+:26]#[C-:25].